This data is from Forward reaction prediction with 1.9M reactions from USPTO patents (1976-2016). The task is: Predict the product of the given reaction. Given the reactants [CH3:1][O:2][C:3]1[CH:8]=[CH:7][CH:6]=[CH:5][C:4]=1[N:9]1[CH2:14][CH2:13][NH:12][CH2:11][CH2:10]1.[N+:15]([O-])([O-:17])=[O:16].[K+], predict the reaction product. The product is: [CH3:1][O:2][C:3]1[CH:8]=[CH:7][C:6]([N+:15]([O-:17])=[O:16])=[CH:5][C:4]=1[N:9]1[CH2:14][CH2:13][NH:12][CH2:11][CH2:10]1.